Dataset: Reaction yield outcomes from USPTO patents with 853,638 reactions. Task: Predict the reaction yield, written as a fraction of the theoretical maximum amount of product (1.0 means a 100% yield; for example, 0.34 means a 34% yield). (1) The reactants are [O:1]1[C:5]2[CH:6]=[CH:7][C:8]([CH2:10][C:11]#N)=[CH:9][C:4]=2[O:3][CH2:2]1.Br[CH2:14][CH2:15]Cl.[OH-:17].[Na+].[OH2:19]. The product is [O:1]1[C:5]2[CH:6]=[CH:7][C:8]([C:10]3([C:11]([OH:19])=[O:17])[CH2:15][CH2:14]3)=[CH:9][C:4]=2[O:3][CH2:2]1. The yield is 0.800. The catalyst is [Cl-].C([N+](CC)(CC)CC)C1C=CC=CC=1. (2) The reactants are CON(C)[C:4]([CH:6]1[CH2:11][CH2:10][N:9]([C:12]([O:14][CH2:15][C:16]2[CH:21]=[CH:20][CH:19]=[CH:18][CH:17]=2)=[O:13])[CH2:8][CH2:7]1)=[O:5].[CH3:23][O:24][CH2:25][CH2:26][CH2:27][CH2:28][Mg]Cl. The catalyst is C1COCC1. The product is [CH3:23][O:24][CH2:25][CH2:26][CH2:27][CH2:28][C:4]([CH:6]1[CH2:7][CH2:8][N:9]([C:12]([O:14][CH2:15][C:16]2[CH:17]=[CH:18][CH:19]=[CH:20][CH:21]=2)=[O:13])[CH2:10][CH2:11]1)=[O:5]. The yield is 0.880. (3) The reactants are [C:1]1([O:7][CH3:8])[CH:6]=[CH:5][CH:4]=[CH:3][CH:2]=1.[Cl-].[CH3:10][O:11][C:12](=[O:22])[C:13]1[CH:21]=[CH:20][C:16]([C:17](O)=[O:18])=[CH:15][CH:14]=1.[Al+3].[Cl-].[Cl-].[Cl-].Cl. No catalyst specified. The product is [CH3:8][O:7][C:1]1[CH:6]=[CH:5][C:4]([C:17]([C:16]2[CH:20]=[CH:21][C:13]([C:12]([O:11][CH3:10])=[O:22])=[CH:14][CH:15]=2)=[O:18])=[CH:3][CH:2]=1. The yield is 0.600. (4) The reactants are [CH3:1][N:2]1[CH2:7][CH2:6][NH:5][CH2:4][CH2:3]1.Br[CH2:9][CH2:10][CH2:11][OH:12]. The catalyst is C1(C)C=CC=CC=1. The product is [CH3:1][N:2]1[CH2:7][CH2:6][N:5]([CH2:9][CH2:10][CH2:11][OH:12])[CH2:4][CH2:3]1. The yield is 0.860. (5) The yield is 0.884. The product is [CH3:1][O:2][C:3]([C@@H:5]1[CH2:9][C@@H:8]([O:10][S:30]([C:27]2[CH:28]=[CH:29][C:24]([CH3:34])=[CH:25][CH:26]=2)(=[O:32])=[O:31])[CH2:7][N:6]1[C:11]([O:13][C:14]([CH3:17])([CH3:16])[CH3:15])=[O:12])=[O:4]. The catalyst is C(Cl)Cl. The reactants are [CH3:1][O:2][C:3]([C@@H:5]1[CH2:9][C@@H:8]([OH:10])[CH2:7][N:6]1[C:11]([O:13][C:14]([CH3:17])([CH3:16])[CH3:15])=[O:12])=[O:4].N1C=CC=CC=1.[C:24]1([CH3:34])[CH:29]=[CH:28][C:27]([S:30](Cl)(=[O:32])=[O:31])=[CH:26][CH:25]=1.